Dataset: Catalyst prediction with 721,799 reactions and 888 catalyst types from USPTO. Task: Predict which catalyst facilitates the given reaction. (1) Reactant: [NH2:1][CH:2]([CH:6]1[CH2:10][CH2:9][NH:8][CH2:7]1)[CH2:3][C:4]#[N:5].N[N:12]1[C:21](=O)[C:20]2[C:15](=[C:16]([CH3:25])[C:17](F)=[C:18]([F:23])[CH:19]=2)[N:14]([CH:26]2[CH2:28][CH2:27]2)[C:13]1=[O:29].CN(C)C(N(C)C)=N.[OH2:38]. Product: [NH2:1][CH:2]([CH:6]1[CH2:10][CH2:9][N:8]([C:17]2[C:16]([CH3:25])=[C:21]3[C:20]([C:15](=[O:38])[N:14]([CH:26]4[CH2:27][CH2:28]4)[C:13](=[O:29])[NH:12]3)=[CH:19][C:18]=2[F:23])[CH2:7]1)[CH2:3][C:4]#[N:5]. The catalyst class is: 16. (2) Reactant: [NH2:1][C:2]1[CH:3]=[CH:4][C:5]([CH3:32])=[C:6]([N:8]2[CH2:31][CH2:30][C:11]3[N:12]=[C:13]([NH:16][C:17]4[CH:22]=[CH:21][C:20]([N:23]5[CH2:28][CH2:27][N:26]([CH3:29])[CH2:25][CH2:24]5)=[CH:19][CH:18]=4)[N:14]=[CH:15][C:10]=3[CH2:9]2)[CH:7]=1.[CH2:33]([S:37](Cl)(=[O:39])=[O:38])[CH2:34][CH2:35][CH3:36]. Product: [CH3:32][C:5]1[CH:4]=[CH:3][C:2]([NH:1][S:37]([CH2:33][CH2:34][CH2:35][CH3:36])(=[O:39])=[O:38])=[CH:7][C:6]=1[N:8]1[CH2:31][CH2:30][C:11]2[N:12]=[C:13]([NH:16][C:17]3[CH:22]=[CH:21][C:20]([N:23]4[CH2:24][CH2:25][N:26]([CH3:29])[CH2:27][CH2:28]4)=[CH:19][CH:18]=3)[N:14]=[CH:15][C:10]=2[CH2:9]1. The catalyst class is: 17. (3) Reactant: C([O:3][C:4](=[O:30])[CH:5](CC)[CH2:6][CH2:7][N:8]1[C:25](=[S:26])[N:11]2[C:12]3[CH:13]=[C:14]([C:18]4[CH:23]=[CH:22][C:21]([Cl:24])=[CH:20][CH:19]=4)[O:15][C:16]=3[CH:17]=[C:10]2[C:9]1=[O:27])C.O. Product: [Cl:24][C:21]1[CH:22]=[CH:23][C:18]([C:14]2[O:15][C:16]3[CH:17]=[C:10]4[C:9](=[O:27])[N:8]([CH2:7][CH2:6][CH2:5][C:4]([OH:30])=[O:3])[C:25](=[S:26])[N:11]4[C:12]=3[CH:13]=2)=[CH:19][CH:20]=1. The catalyst class is: 67. (4) The catalyst class is: 4. Product: [F:1][C:2]1[CH:7]=[C:6]([C:8]([F:11])([F:10])[F:9])[CH:5]=[CH:4][C:3]=1[C:12]1[N:17]=[CH:16][N:15]=[C:14]([NH:18][C:19]2[CH:20]=[CH:21][C:22]([OH:25])=[CH:23][CH:24]=2)[C:13]=1[N+:27]([O-:29])=[O:28]. Reactant: [F:1][C:2]1[CH:7]=[C:6]([C:8]([F:11])([F:10])[F:9])[CH:5]=[CH:4][C:3]=1[C:12]1[N:17]=[CH:16][N:15]=[C:14]([NH:18][C:19]2[CH:24]=[CH:23][C:22]([O:25]C)=[CH:21][CH:20]=2)[C:13]=1[N+:27]([O-:29])=[O:28].B(Br)(Br)Br.CO.O. (5) Reactant: [C:1]([C:3]1[CH:4]=[CH:5][C:6]2[NH:7][C:8]3[C:13]([C:14]=2[CH:15]=1)=[CH:12][CH:11]=[CH:10][CH:9]=3)#[N:2].[Li]CCCC.[O:21]1[CH:23]([CH2:24][O:25][C:26]2[CH:31]=[CH:30][CH:29]=[CH:28][CH:27]=2)[CH2:22]1.O. Product: [OH:21][CH:23]([CH2:24][O:25][C:26]1[CH:31]=[CH:30][CH:29]=[CH:28][CH:27]=1)[CH2:22][N:7]1[C:6]2[CH:5]=[CH:4][C:3]([C:1]#[N:2])=[CH:15][C:14]=2[C:13]2[C:8]1=[CH:9][CH:10]=[CH:11][CH:12]=2. The catalyst class is: 1. (6) Reactant: [CH3:1][O:2][C:3](=[CH:7][C:8]1[CH:13]=[CH:12][C:11]([N+:14]([O-])=O)=[CH:10][CH:9]=1)[C:4]([OH:6])=[O:5].C1COCC1. Product: [CH3:1][O:2][CH:3]([CH2:7][C:8]1[CH:9]=[CH:10][C:11]([NH2:14])=[CH:12][CH:13]=1)[C:4]([OH:6])=[O:5]. The catalyst class is: 19. (7) Reactant: [CH3:1][C:2]([C:5]1[CH:6]=[C:7]([NH:16][C:17]([NH:19][CH2:20][C:21]2[CH:26]=[CH:25][C:24]([N+:27]([O-])=O)=[CH:23][CH:22]=2)=[O:18])[CH:8]=[C:9]([C:12]([CH3:15])([CH3:14])[CH3:13])[C:10]=1[OH:11])([CH3:4])[CH3:3]. Product: [NH2:27][C:24]1[CH:25]=[CH:26][C:21]([CH2:20][NH:19][C:17]([NH:16][C:7]2[CH:6]=[C:5]([C:2]([CH3:1])([CH3:3])[CH3:4])[C:10]([OH:11])=[C:9]([C:12]([CH3:15])([CH3:14])[CH3:13])[CH:8]=2)=[O:18])=[CH:22][CH:23]=1. The catalyst class is: 696. (8) Reactant: Cl.[F:2][C:3]1[CH:8]=[CH:7][C:6]([CH:9]([OH:23])[CH:10]([NH2:22])[CH2:11][C:12]2[CH:17]=[CH:16][C:15]([C:18]([F:21])([F:20])[F:19])=[CH:14][CH:13]=2)=[CH:5][CH:4]=1.[F:24][C:25]([F:36])([F:35])[C:26]1[CH:34]=[CH:33][C:29]([C:30](Cl)=[O:31])=[CH:28][CH:27]=1.C(=O)([O-])O.[Na+]. Product: [F:2][C:3]1[CH:4]=[CH:5][C:6]([CH:9]([OH:23])[CH:10]([NH:22][C:30](=[O:31])[C:29]2[CH:33]=[CH:34][C:26]([C:25]([F:24])([F:35])[F:36])=[CH:27][CH:28]=2)[CH2:11][C:12]2[CH:17]=[CH:16][C:15]([C:18]([F:21])([F:20])[F:19])=[CH:14][CH:13]=2)=[CH:7][CH:8]=1. The catalyst class is: 84. (9) Reactant: [C:1]([N:4]1[CH2:9][CH2:8][N:7]([CH2:10][CH2:11][CH2:12][O:13][C:14]2[CH:23]=[C:22]3[C:17]([C:18](Cl)=[N:19][CH:20]=[N:21]3)=[CH:16][C:15]=2[O:25][CH3:26])[CH2:6][CH2:5]1)(=[O:3])[CH3:2].[F:27][C:28]1[C:36]([OH:37])=[CH:35][CH:34]=[C:33]2[C:29]=1[CH:30]=[CH:31][NH:32]2.C(=O)([O-])[O-].[K+].[K+]. Product: [C:1]([N:4]1[CH2:9][CH2:8][N:7]([CH2:10][CH2:11][CH2:12][O:13][C:14]2[CH:23]=[C:22]3[C:17]([C:18]([O:37][C:36]4[C:28]([F:27])=[C:29]5[C:33](=[CH:34][CH:35]=4)[NH:32][CH:31]=[CH:30]5)=[N:19][CH:20]=[N:21]3)=[CH:16][C:15]=2[O:25][CH3:26])[CH2:6][CH2:5]1)(=[O:3])[CH3:2]. The catalyst class is: 44. (10) Reactant: [F:1][C:2]1[CH:3]=[C:4]2[C:9](=[C:10]([O:21][CH3:22])[C:11]=1[N:12]1[CH2:17][CH2:16][CH:15]([C:18]([OH:20])=[O:19])[CH2:14][CH2:13]1)[N:8]([CH2:23][C:24]([F:27])([F:26])[F:25])[CH:7]=[C:6]([C:28]([NH:30][CH2:31][C:32]1[CH:37]=[CH:36][C:35]([O:38][C:39]([F:42])([F:41])[F:40])=[CH:34][C:33]=1[CH3:43])=[O:29])[C:5]2=[O:44].C(#N)C.[OH-].[OH:49][CH2:50][CH2:51][N+:52]([CH3:55])([CH3:54])[CH3:53]. Product: [OH:49][CH2:50][CH2:51][N+:52]([CH3:55])([CH3:54])[CH3:53].[F:1][C:2]1[CH:3]=[C:4]2[C:9](=[C:10]([O:21][CH3:22])[C:11]=1[N:12]1[CH2:17][CH2:16][CH:15]([C:18]([O-:20])=[O:19])[CH2:14][CH2:13]1)[N:8]([CH2:23][C:24]([F:27])([F:25])[F:26])[CH:7]=[C:6]([C:28]([NH:30][CH2:31][C:32]1[CH:37]=[CH:36][C:35]([O:38][C:39]([F:40])([F:41])[F:42])=[CH:34][C:33]=1[CH3:43])=[O:29])[C:5]2=[O:44]. The catalyst class is: 6.